This data is from Catalyst prediction with 721,799 reactions and 888 catalyst types from USPTO. The task is: Predict which catalyst facilitates the given reaction. (1) Reactant: [CH2:1]([O:8][C:9]1[CH:14]=[CH:13][N:12]([C:15]2[CH:16]=[N:17][C:18](F)=[CH:19][CH:20]=2)[C:11](=[O:22])[CH:10]=1)[C:2]1[CH:7]=[CH:6][CH:5]=[CH:4][CH:3]=1.[NH:23]1[CH2:27][CH2:26][C@@H:25]([OH:28])[CH2:24]1.C(=O)(O)[O-].[Na+]. Product: [CH2:1]([O:8][C:9]1[CH:14]=[CH:13][N:12]([C:15]2[CH:16]=[N:17][C:18]([N:23]3[CH2:27][CH2:26][C@@H:25]([OH:28])[CH2:24]3)=[CH:19][CH:20]=2)[C:11](=[O:22])[CH:10]=1)[C:2]1[CH:7]=[CH:6][CH:5]=[CH:4][CH:3]=1. The catalyst class is: 58. (2) Reactant: [Cl:1][C:2]1[C:3]([N+:9]([O-])=O)=[C:4]([CH:6]=[CH:7][CH:8]=1)[NH2:5].Cl.C(O)C.O.O.[Sn](Cl)Cl.[OH-].[K+]. Product: [Cl:1][C:2]1[CH:8]=[CH:7][CH:6]=[C:4]([NH2:5])[C:3]=1[NH2:9]. The catalyst class is: 25. (3) Reactant: Cl.O1CCOCC1.[F:8][C:9]1[CH:10]=[CH:11][C:12]([O:15][CH2:16][C:17]2[N:21]([CH3:22])[N:20]=[CH:19][C:18]=2[C:23]2[O:27][N:26]=[C:25]([C:28]3[CH:29]=[C:30]([S:34]([NH:37][CH2:38][CH2:39][N:40](C)[C:41](=O)OC(C)(C)C)(=[O:36])=[O:35])[CH:31]=[CH:32][CH:33]=3)[N:24]=2)=[N:13][CH:14]=1. Product: [F:8][C:9]1[CH:10]=[CH:11][C:12]([O:15][CH2:16][C:17]2[N:21]([CH3:22])[N:20]=[CH:19][C:18]=2[C:23]2[O:27][N:26]=[C:25]([C:28]3[CH:29]=[C:30]([S:34]([NH:37][CH2:38][CH2:39][NH:40][CH3:41])(=[O:36])=[O:35])[CH:31]=[CH:32][CH:33]=3)[N:24]=2)=[N:13][CH:14]=1. The catalyst class is: 12. (4) Reactant: Cl[S:2]([C:5]1[CH:13]=[CH:12][C:8]([C:9]([OH:11])=[O:10])=[CH:7][CH:6]=1)(=[O:4])=[O:3].[NH:14]1[CH2:19][CH2:18][O:17][CH2:16][CH2:15]1.O. Product: [N:14]1([S:2]([C:5]2[CH:13]=[CH:12][C:8]([C:9]([OH:11])=[O:10])=[CH:7][CH:6]=2)(=[O:4])=[O:3])[CH2:19][CH2:18][O:17][CH2:16][CH2:15]1. The catalyst class is: 1. (5) Reactant: [H-].[Na+].[CH3:3][C:4]1[CH:13]=[CH:12][C:7]([C:8]([O:10]C)=O)=[CH:6][C:5]=1[C:14]1[CH:15]=[C:16]2[C:21](=[CH:22][CH:23]=1)[C:20](=[O:24])[NH:19][CH:18]=[CH:17]2.C(OC)(=O)C.[CH2:30](Br)[CH:31]=[CH2:32].[CH:34]1([NH2:37])[CH2:36][CH2:35]1.C([Mg]Cl)(C)C. Product: [CH2:30]([N:19]1[CH:18]=[CH:17][C:16]2[C:21](=[CH:22][CH:23]=[C:14]([C:5]3[CH:6]=[C:7]([CH:12]=[CH:13][C:4]=3[CH3:3])[C:8]([NH:37][CH:34]3[CH2:36][CH2:35]3)=[O:10])[CH:15]=2)[C:20]1=[O:24])[CH:31]=[CH2:32]. The catalyst class is: 118. (6) The catalyst class is: 18. Reactant: [Br:1][C:2]1[CH:3]=[C:4]([CH:8]=[CH:9][C:10]=1[O:11][CH3:12])[C:5]([OH:7])=O.[O:13]=[S:14]1(=[O:28])[CH2:19][CH2:18][N:17]([CH2:20][C:21]2C=CC(N)=CC=2)[CH2:16][CH2:15]1.CCN=C=NCCCN(C)C.[CH:40]1[CH:41]=[CH:42][C:43]2N(O)N=[N:46][C:44]=2[CH:45]=1.CN1CCOCC1. Product: [Br:1][C:2]1[CH:3]=[C:4]([CH:8]=[CH:9][C:10]=1[O:11][CH3:12])[C:5]([NH:46][C:44]1[CH:45]=[CH:40][C:41]([CH2:21][CH2:20][N:17]2[CH2:18][CH2:19][S:14](=[O:28])(=[O:13])[CH2:15][CH2:16]2)=[CH:42][CH:43]=1)=[O:7].